From a dataset of Forward reaction prediction with 1.9M reactions from USPTO patents (1976-2016). Predict the product of the given reaction. (1) Given the reactants [CH3:1][NH:2][C:3]1[CH:12]=[C:11]([C:13]2[CH:18]=[CH:17][CH:16]=[CH:15][CH:14]=2)[C:6]2[N:7]=[CH:8][N:9]([CH3:10])[C:5]=2[CH:4]=1.C[Si]([N-][Si](C)(C)C)(C)C.[Li+].Cl[C:30]1[CH:35]=[CH:34][N:33]=[C:32]([S:36][CH3:37])[N:31]=1, predict the reaction product. The product is: [CH3:1][N:2]([C:30]1[CH:35]=[CH:34][N:33]=[C:32]([S:36][CH3:37])[N:31]=1)[C:3]1[CH:12]=[C:11]([C:13]2[CH:18]=[CH:17][CH:16]=[CH:15][CH:14]=2)[C:6]2[N:7]=[CH:8][N:9]([CH3:10])[C:5]=2[CH:4]=1. (2) Given the reactants Br[C:2]1[CH:3]=[C:4]([NH2:19])[CH:5]=[CH:6][C:7]=1[CH2:8][S:9]([C:12]1[CH:17]=[CH:16][C:15]([CH3:18])=[CH:14][CH:13]=1)(=[O:11])=[O:10].[CH2:20](C([Sn])=C(CCCC)CCCC)[CH2:21]CC.C1(P(C2C=CC=CC=2)C2C=CC=CC=2)C=CC=CC=1, predict the reaction product. The product is: [CH3:18][C:15]1[CH:16]=[CH:17][C:12]([S:9]([CH2:8][C:7]2[CH:6]=[CH:5][C:4]([NH2:19])=[C:3]([CH:20]=[CH2:21])[CH:2]=2)(=[O:11])=[O:10])=[CH:13][CH:14]=1. (3) Given the reactants [NH2:1][C:2]1[N:3]=[C:4]([NH:17][CH:18]2[CH2:23][CH2:22][N:21]([S:24]([CH2:27][CH2:28][CH2:29]I)(=[O:26])=[O:25])[CH2:20][CH2:19]2)[S:5][C:6]=1[C:7]([C:9]1[C:14]([F:15])=[CH:13][CH:12]=[CH:11][C:10]=1[F:16])=[O:8].[CH3:31][N:32]1[CH:36]=[CH:35][N:34]=[C:33]1[SH:37], predict the reaction product. The product is: [NH2:1][C:2]1[N:3]=[C:4]([NH:17][CH:18]2[CH2:23][CH2:22][N:21]([S:24]([CH2:27][CH2:28][CH2:29][S:37][C:33]3[N:32]([CH3:31])[CH:36]=[CH:35][N:34]=3)(=[O:26])=[O:25])[CH2:20][CH2:19]2)[S:5][C:6]=1[C:7]([C:9]1[C:14]([F:15])=[CH:13][CH:12]=[CH:11][C:10]=1[F:16])=[O:8]. (4) Given the reactants [O:1]1[CH:5]=[CH:4][CH:3]=[C:2]1[C:6]([O:8][C@@:9]1([C:44](SCC#N)=[O:45])[C@:40]2([CH3:41])[C@H:12]([C@H:13]3[C@H:37]([C@@H:38]([OH:42])[CH2:39]2)[C@@:17]2([CH3:43])[CH2:18][C:19]4[CH:20]=[N:21][N:22]([C:25]5[CH:30]=[CH:29][C:28]([F:31])=[C:27]([CH2:32][O:33][CH2:34][CH:35]=[CH2:36])[CH:26]=5)[C:23]=4[CH:24]=[C:16]2[CH2:15][CH2:14]3)[CH2:11][CH2:10]1)=[O:7].[CH3:50][NH2:51], predict the reaction product. The product is: [O:1]1[CH:5]=[CH:4][CH:3]=[C:2]1[C:6]([O:8][C@@:9]1([C:44](=[O:45])[NH:51][CH3:50])[C@:40]2([CH3:41])[C@H:12]([C@H:13]3[C@H:37]([C@@H:38]([OH:42])[CH2:39]2)[C@@:17]2([CH3:43])[CH2:18][C:19]4[CH:20]=[N:21][N:22]([C:25]5[CH:30]=[CH:29][C:28]([F:31])=[C:27]([CH2:32][O:33][CH2:34][CH:35]=[CH2:36])[CH:26]=5)[C:23]=4[CH:24]=[C:16]2[CH2:15][CH2:14]3)[CH2:11][CH2:10]1)=[O:7]. (5) Given the reactants Br[C:2]1[N:3]=[C:4]2[C:10]([C:11]([NH:13][C:14]([CH3:17])([CH3:16])[CH3:15])=[O:12])=[CH:9][N:8]([CH2:18][O:19][CH2:20][CH2:21][Si:22]([CH3:25])([CH3:24])[CH3:23])[C:5]2=[N:6][CH:7]=1.[I-].[Na+].CN[C@@H]1CCCC[C@H]1NC.[CH3:38][O:39][C:40]1[CH:41]=[C:42]2[C:46](=[CH:47][CH:48]=1)[NH:45][N:44]=[CH:43]2.[O-]P([O-])([O-])=O.[K+].[K+].[K+], predict the reaction product. The product is: [C:14]([NH:13][C:11]([C:10]1[C:4]2[C:5](=[N:6][CH:7]=[C:2]([N:45]3[C:46]4[C:42](=[CH:41][C:40]([O:39][CH3:38])=[CH:48][CH:47]=4)[CH:43]=[N:44]3)[N:3]=2)[N:8]([CH2:18][O:19][CH2:20][CH2:21][Si:22]([CH3:25])([CH3:24])[CH3:23])[CH:9]=1)=[O:12])([CH3:17])([CH3:16])[CH3:15].